This data is from Experimentally validated miRNA-target interactions with 360,000+ pairs, plus equal number of negative samples. The task is: Binary Classification. Given a miRNA mature sequence and a target amino acid sequence, predict their likelihood of interaction. The miRNA is hsa-miR-1275 with sequence GUGGGGGAGAGGCUGUC. The protein sequence of the target gene is MAASTMSVCSSDLSYGSRVCLPGSCDSCSDSWQVDDCPESCCEPPCCAPAPCLSLVCTPVSRVSSPCCPVTCEPSPCQSGCTSSCTPSCCQQSSCQLACCASSPCQQACCVPVCCKTVCCKPVCCVSVCCGDSSCCQQSSCQSACCTSSPCQQACCVPVCCKPVCSGISSSCCQQSSCVSCVSSPCCQAVCEPSPCQSGCTSSCTPSCCQQSSCQPTCCTSSPCQQACCVPVCCVPVCCVPTCSEDSSSCCQQSSCQPACCTSSPCQHACCVPVCSGASTSCCQQSSCQPACCTASCCRP.... Result: 0 (no interaction).